From a dataset of Reaction yield outcomes from USPTO patents with 853,638 reactions. Predict the reaction yield, written as a fraction of the theoretical maximum amount of product (1.0 means a 100% yield; for example, 0.34 means a 34% yield). (1) The reactants are Cl[C:2]1[C:11]2[C:6](=[CH:7][CH:8]=[CH:9][CH:10]=2)[CH:5]=[CH:4][N:3]=1.[CH3:12][O:13][C:14]1[CH:19]=[CH:18][C:17]([NH:20][CH3:21])=[CH:16][CH:15]=1. No catalyst specified. The product is [C:2]1([N:20]([C:17]2[CH:18]=[CH:19][C:14]([O:13][CH3:12])=[CH:15][CH:16]=2)[CH3:21])[C:11]2[C:6](=[CH:7][CH:8]=[CH:9][CH:10]=2)[CH:5]=[CH:4][N:3]=1. The yield is 0.570. (2) The reactants are [CH2:1]([S:8][C:9]([CH3:44])([CH:39](OC)[O:40]C)[CH2:10][NH:11][C:12]([C:14]1[NH:15][C:16]2[C:21]([CH:22]=1)=[CH:20][C:19]([O:23][CH2:24][CH2:25][O:26][CH3:27])=[CH:18][C:17]=2[N:28]([CH3:38])[S:29]([C:32]1[CH:37]=[CH:36][CH:35]=[CH:34][N:33]=1)(=[O:31])=[O:30])=[O:13])[C:2]1[CH:7]=[CH:6][CH:5]=[CH:4][CH:3]=1.O. The catalyst is CC(C)=O. The product is [CH2:1]([S:8][C:9]([CH3:44])([CH:39]=[O:40])[CH2:10][NH:11][C:12]([C:14]1[NH:15][C:16]2[C:21]([CH:22]=1)=[CH:20][C:19]([O:23][CH2:24][CH2:25][O:26][CH3:27])=[CH:18][C:17]=2[N:28]([CH3:38])[S:29]([C:32]1[CH:37]=[CH:36][CH:35]=[CH:34][N:33]=1)(=[O:30])=[O:31])=[O:13])[C:2]1[CH:7]=[CH:6][CH:5]=[CH:4][CH:3]=1. The yield is 0.870. (3) The reactants are [NH2:1][C:2]1[N:7]=[N:6][C:5]([OH:8])=[CH:4][CH:3]=1.[OH-].[Na+].[CH3:11]I. No catalyst specified. The product is [NH2:1][C:2]1[CH:3]=[CH:4][C:5](=[O:8])[N:6]([CH3:11])[N:7]=1. The yield is 0.240.